From a dataset of Reaction yield outcomes from USPTO patents with 853,638 reactions. Predict the reaction yield, written as a fraction of the theoretical maximum amount of product (1.0 means a 100% yield; for example, 0.34 means a 34% yield). (1) The reactants are [CH2:1]([O:3][C:4](=[O:23])[CH2:5][C:6]1[N:7]=[C:8]([C:13]2[CH:18]=[CH:17][C:16]([C:19]([F:22])([F:21])[F:20])=[CH:15][CH:14]=2)[S:9][C:10]=1[CH2:11][CH3:12])[CH3:2].[CH:24]([N-]C(C)C)(C)C.[Li+].CI. The catalyst is O1CCCC1. The product is [CH2:1]([O:3][C:4](=[O:23])[CH:5]([C:6]1[N:7]=[C:8]([C:13]2[CH:18]=[CH:17][C:16]([C:19]([F:21])([F:22])[F:20])=[CH:15][CH:14]=2)[S:9][C:10]=1[CH2:11][CH3:12])[CH3:24])[CH3:2]. The yield is 0.590. (2) The reactants are C([O:4][CH:5]([CH3:20])[C:6]([C:8]1[C:9]([CH:17]([CH3:19])[CH3:18])=[N:10][N:11]2[CH:16]=[CH:15][CH:14]=[CH:13][C:12]=12)=[O:7])(=O)C.[OH-].[Na+].C(OCC)(=O)C.C([O-])(O)=O.[Na+]. The catalyst is C1COCC1. The product is [OH:4][CH:5]([CH3:20])[C:6]([C:8]1[C:9]([CH:17]([CH3:19])[CH3:18])=[N:10][N:11]2[CH:16]=[CH:15][CH:14]=[CH:13][C:12]=12)=[O:7]. The yield is 0.960. (3) The reactants are [CH2:1]([CH:3]1[CH:8]([NH:9][C@@H:10]([C:12]2[CH:17]=[CH:16][CH:15]=[CH:14][CH:13]=2)[CH3:11])[CH2:7][CH2:6][NH:5][CH2:4]1)[CH3:2].C(N(CC)CC)C.[CH3:25][C:26]([O:29][C:30](O[C:30]([O:29][C:26]([CH3:28])([CH3:27])[CH3:25])=[O:31])=[O:31])([CH3:28])[CH3:27]. The catalyst is ClCCl. The product is [CH2:1]([CH:3]1[CH:8]([NH:9][C@@H:10]([C:12]2[CH:13]=[CH:14][CH:15]=[CH:16][CH:17]=2)[CH3:11])[CH2:7][CH2:6][N:5]([C:30]([O:29][C:26]([CH3:28])([CH3:27])[CH3:25])=[O:31])[CH2:4]1)[CH3:2]. The yield is 1.00. (4) The reactants are [Cl:1][C:2]1[C:7]([CH2:8]Cl)=[CH:6][CH:5]=[CH:4][N:3]=1.BrC(Br)C.[Cl:14][C:15]1([C:18](Cl)=[O:19])[CH2:17][CH2:16]1. The catalyst is C1COCC1.[Zn].Cl[Pd](Cl)([P](C1C=CC=CC=1)(C1C=CC=CC=1)C1C=CC=CC=1)[P](C1C=CC=CC=1)(C1C=CC=CC=1)C1C=CC=CC=1. The product is [Cl:14][C:15]1([C:18](=[O:19])[CH2:8][C:7]2[C:2]([Cl:1])=[N:3][CH:4]=[CH:5][CH:6]=2)[CH2:17][CH2:16]1. The yield is 0.560.